From a dataset of Reaction yield outcomes from USPTO patents with 853,638 reactions. Predict the reaction yield, written as a fraction of the theoretical maximum amount of product (1.0 means a 100% yield; for example, 0.34 means a 34% yield). (1) The reactants are [CH3:1][O:2][C:3]([O:5][CH2:6][C@:7]12[C:24](=[O:25])[CH2:23][CH:22]([C:26]([O:28][CH3:29])=[O:27])[CH2:21][CH2:20][C@@H:8]1[C@:9]1([CH3:19])[CH:14]([CH2:15][CH2:16]2)[C:13]([CH3:18])([CH3:17])[CH2:12][CH2:11][CH2:10]1)=[O:4].[Li+].C[Si]([N-][Si](C)(C)C)(C)C.C1([Se]Cl)C=CC=CC=1.OO. The catalyst is C1COCC1. The yield is 0.630. The product is [CH3:1][O:2][C:3]([O:5][CH2:6][C@:7]12[C:24](=[O:25])[CH:23]=[C:22]([C:26]([O:28][CH3:29])=[O:27])[CH2:21][CH2:20][C@@H:8]1[C@:9]1([CH3:19])[CH:14]([CH2:15][CH2:16]2)[C:13]([CH3:18])([CH3:17])[CH2:12][CH2:11][CH2:10]1)=[O:4]. (2) The reactants are C(Cl)(=O)C(Cl)=O.[Cl:7][C:8]1[O:12][N:11]=[C:10]([C:13]([OH:15])=O)[CH:9]=1.CN(C=O)C.[N-:21]=[N+:22]=[N-:23].[Na+]. The catalyst is C(Cl)Cl. The product is [Cl:7][C:8]1[O:12][N:11]=[C:10]([C:13]([N:21]=[N+:22]=[N-:23])=[O:15])[CH:9]=1. The yield is 0.550. (3) The reactants are Cl.[NH:2]1[CH2:7][CH2:6][CH:5]([C:8]2[C:9](=[O:18])[NH:10][C:11]3[C:16]([CH:17]=2)=[CH:15][CH:14]=[CH:13][CH:12]=3)[CH2:4][CH2:3]1.[Cl:19][C:20]1[C:28]2[NH:27][N:26]=[CH:25][C:24]=2[C:23]2[CH2:29][N:30]([CH2:55][C:56]([CH3:59])([CH3:58])[CH3:57])[C:31](=[O:54])[C@H:32]([CH2:34][C:35](=[O:53])N3CCC(N4CC5C(=CC=CC=5)NC4=O)CC3)[CH2:33][C:22]=2[CH:21]=1. The product is [Cl:19][C:20]1[C:28]2[NH:27][N:26]=[CH:25][C:24]=2[C:23]2[CH2:29][N:30]([CH2:55][C:56]([CH3:59])([CH3:58])[CH3:57])[C:31](=[O:54])[C@H:32]([CH2:34][C:35](=[O:53])[N:2]3[CH2:3][CH2:4][CH:5]([C:8]4[C:9](=[O:18])[NH:10][C:11]5[C:16]([CH:17]=4)=[CH:15][CH:14]=[CH:13][CH:12]=5)[CH2:6][CH2:7]3)[CH2:33][C:22]=2[CH:21]=1. No catalyst specified. The yield is 0.460. (4) The reactants are [NH2:1][C:2]1[CH:3]=[C:4]([CH:21]=[CH:22][CH:23]=1)[O:5][C:6]1[CH:7]=[CH:8][C:9]2[N:10]([CH:12]=[C:13]([NH:15][C:16]([CH:18]3[CH2:20][CH2:19]3)=[O:17])[N:14]=2)[CH:11]=1.Br[C:25]1[CH:26]=[N:27][CH:28]=[CH:29][CH:30]=1.CC(C)([O-])C.[K+].C1(C)C=CC=CC=1. The catalyst is C(=O)([O-])O.[Na+]. The product is [N:27]1[CH:28]=[CH:29][CH:30]=[C:25]([NH:1][C:2]2[CH:3]=[C:4]([CH:21]=[CH:22][CH:23]=2)[O:5][C:6]2[CH:7]=[CH:8][C:9]3[N:10]([CH:12]=[C:13]([NH:15][C:16]([CH:18]4[CH2:20][CH2:19]4)=[O:17])[N:14]=3)[CH:11]=2)[CH:26]=1. The yield is 0.120. (5) The reactants are [Cl:1][C:2]1[CH:7]=[CH:6][N:5]=[C:4]([CH2:8][C:9]([C:12]2[CH:17]=[CH:16][C:15]([F:18])=[CH:14][CH:13]=2)=[N:10]O)[CH:3]=1.FC(F)(F)C(OC(=O)C(F)(F)F)=O.C(N(CC)CC)C.O. The catalyst is COCCOC.[Fe](Cl)Cl. The product is [Cl:1][C:2]1[CH:7]=[CH:6][N:5]2[N:10]=[C:9]([C:12]3[CH:17]=[CH:16][C:15]([F:18])=[CH:14][CH:13]=3)[CH:8]=[C:4]2[CH:3]=1. The yield is 0.570.